Dataset: NCI-60 drug combinations with 297,098 pairs across 59 cell lines. Task: Regression. Given two drug SMILES strings and cell line genomic features, predict the synergy score measuring deviation from expected non-interaction effect. Drug 2: CC(C)(C#N)C1=CC(=CC(=C1)CN2C=NC=N2)C(C)(C)C#N. Synergy scores: CSS=26.6, Synergy_ZIP=-0.172, Synergy_Bliss=1.27, Synergy_Loewe=-3.58, Synergy_HSA=-1.50. Cell line: HCT116. Drug 1: C1CN1C2=NC(=NC(=N2)N3CC3)N4CC4.